Dataset: Full USPTO retrosynthesis dataset with 1.9M reactions from patents (1976-2016). Task: Predict the reactants needed to synthesize the given product. (1) Given the product [CH2:11]([O:13][C:14]([C:16]1[C:20]([C:21]2[CH:26]=[CH:25][CH:24]=[CH:23][CH:22]=2)=[C:19]([CH:3]=[O:4])[NH:18][C:17]=1[CH2:27][CH2:28][NH:29][C:30]([O:32][C:33]([CH3:35])([CH3:34])[CH3:36])=[O:31])=[O:15])[CH3:12], predict the reactants needed to synthesize it. The reactants are: CN(C)[CH:3]=[O:4].P(Cl)(Cl)(Cl)=O.[CH2:11]([O:13][C:14]([C:16]1[C:20]([C:21]2[CH:26]=[CH:25][CH:24]=[CH:23][CH:22]=2)=[CH:19][NH:18][C:17]=1[CH2:27][CH2:28][NH:29][C:30]([O:32][C:33]([CH3:36])([CH3:35])[CH3:34])=[O:31])=[O:15])[CH3:12].[OH-].[Na+]. (2) Given the product [NH2:9][C:8]1[N:14]([CH:11]([CH3:13])[CH3:12])[N:15]=[CH:4][C:5]=1[C:6]#[N:7], predict the reactants needed to synthesize it. The reactants are: C(O[CH:4]=[C:5]([C:8]#[N:9])[C:6]#[N:7])C.Cl.[CH:11]([NH:14][NH2:15])([CH3:13])[CH3:12].C(N(C(C)C)CC)(C)C. (3) Given the product [F:1][C:2]1[CH:3]=[CH:4][C:5]([C:8]2[CH:9]=[CH:10][C:11]([C@@H:14]([N:16]3[CH2:21][CH2:20][C@@:19]([C:25]4[CH:26]=[CH:27][C:28]([F:31])=[CH:29][CH:30]=4)([CH2:22][CH2:23][N:33]4[CH2:37][CH2:36][CH2:35][CH2:34]4)[O:18][C:17]3=[O:32])[CH3:15])=[CH:12][CH:13]=2)=[CH:6][CH:7]=1, predict the reactants needed to synthesize it. The reactants are: [F:1][C:2]1[CH:7]=[CH:6][C:5]([C:8]2[CH:13]=[CH:12][C:11]([C@@H:14]([N:16]3[CH2:21][CH2:20][C@@:19]([C:25]4[CH:30]=[CH:29][C:28]([F:31])=[CH:27][CH:26]=4)([CH2:22][CH2:23]O)[O:18][C:17]3=[O:32])[CH3:15])=[CH:10][CH:9]=2)=[CH:4][CH:3]=1.[NH:33]1[CH2:37][CH2:36][CH2:35][CH2:34]1. (4) Given the product [I:22][C:15]1[N:13]2[CH:14]=[C:9]([C:6]3[CH:7]=[CH:8][C:3]([C:2]([F:21])([F:20])[F:1])=[CH:4][CH:5]=3)[CH:10]=[CH:11][C:12]2=[N:17][CH:16]=1, predict the reactants needed to synthesize it. The reactants are: [F:1][C:2]([F:21])([F:20])[C:3]1[CH:8]=[CH:7][C:6]([C:9]2[CH:10]=[C:11](C#N)[C:12]3[N:13]([CH:15]=[CH:16][N:17]=3)[CH:14]=2)=[CH:5][CH:4]=1.[I:22]Cl.